From a dataset of Reaction yield outcomes from USPTO patents with 853,638 reactions. Predict the reaction yield, written as a fraction of the theoretical maximum amount of product (1.0 means a 100% yield; for example, 0.34 means a 34% yield). The reactants are C(OC([N:8]1[CH2:13][CH2:12][CH:11]([S:14][C:15]([C:18]([O:20][CH2:21][CH3:22])=[O:19])([CH3:17])[CH3:16])[CH2:10][CH2:9]1)=O)(C)(C)C.Cl. The catalyst is O1CCOCC1. The product is [CH2:21]([O:20][C:18](=[O:19])[C:15]([CH3:17])([S:14][CH:11]1[CH2:10][CH2:9][NH:8][CH2:13][CH2:12]1)[CH3:16])[CH3:22]. The yield is 0.920.